From a dataset of Catalyst prediction with 721,799 reactions and 888 catalyst types from USPTO. Predict which catalyst facilitates the given reaction. Reactant: [CH:1]1([C@H:5]([NH:7][C:8]2[N:16]=[C:15]([C:17]#[N:18])[N:14]=[C:13]3[C:9]=2[N:10]([CH2:19][C:20]2[CH:25]=[CH:24][C:23]([C:26]([F:29])([F:28])[F:27])=[CH:22][CH:21]=2)[CH:11]=[N:12]3)[CH3:6])[CH2:4][CH2:3][CH2:2]1.Br[C:31]1[CH:36]=[CH:35][CH:34]=[CH:33][N:32]=1.[F-].[Cs+].C(O)(=O)C(C)(C)C. Product: [CH:1]1([C@H:5]([NH:7][C:8]2[N:16]=[C:15]([C:17]#[N:18])[N:14]=[C:13]3[C:9]=2[N:10]([CH2:19][C:20]2[CH:21]=[CH:22][C:23]([C:26]([F:27])([F:28])[F:29])=[CH:24][CH:25]=2)[C:11]([C:31]2[CH:36]=[CH:35][CH:34]=[CH:33][N:32]=2)=[N:12]3)[CH3:6])[CH2:4][CH2:3][CH2:2]1. The catalyst class is: 160.